This data is from Reaction yield outcomes from USPTO patents with 853,638 reactions. The task is: Predict the reaction yield, written as a fraction of the theoretical maximum amount of product (1.0 means a 100% yield; for example, 0.34 means a 34% yield). The reactants are [Br:1][C:2]1[CH:3]=[CH:4][C:5]([O:10][C:11]2[CH:16]=[CH:15][C:14]([Cl:17])=[C:13]([Cl:18])[CH:12]=2)=[C:6]([CH:9]=1)[CH:7]=O.[CH3:19][NH2:20].[BH4-].[Na+]. The catalyst is CO. The product is [Br:1][C:2]1[CH:3]=[CH:4][C:5]([O:10][C:11]2[CH:16]=[CH:15][C:14]([Cl:17])=[C:13]([Cl:18])[CH:12]=2)=[C:6]([CH:9]=1)[CH2:7][NH:20][CH3:19]. The yield is 0.970.